From a dataset of Forward reaction prediction with 1.9M reactions from USPTO patents (1976-2016). Predict the product of the given reaction. (1) The product is: [C:27]([O:30][CH2:31][CH:32]1[C:36]2[CH:37]=[C:38]([C:6]3[C:5]4[C:9](=[CH:10][C:2]([F:1])=[CH:3][CH:4]=4)[N:8]([C:11]([O:13][C:14]([CH3:15])([CH3:16])[CH3:17])=[O:12])[CH:7]=3)[CH:39]=[CH:40][C:35]=2[S:34](=[O:43])(=[O:42])[N:33]1[CH2:44][CH:45]([OH:48])[CH2:46][OH:47])(=[O:29])[CH3:28]. Given the reactants [F:1][C:2]1[CH:10]=[C:9]2[C:5]([C:6](B3OC(C)(C)C(C)(C)O3)=[CH:7][N:8]2[C:11]([O:13][C:14]([CH3:17])([CH3:16])[CH3:15])=[O:12])=[CH:4][CH:3]=1.[C:27]([O:30][CH2:31][CH:32]1[C:36]2[CH:37]=[C:38](Br)[CH:39]=[CH:40][C:35]=2[S:34](=[O:43])(=[O:42])[N:33]1[CH2:44][CH:45]([OH:48])[CH2:46][OH:47])(=[O:29])[CH3:28].[O-]P([O-])([O-])=O.[K+].[K+].[K+], predict the reaction product. (2) Given the reactants [CH3:1][CH:2]([CH2:18][C@H:17]([NH:16][C:14]([CH3:9])=O)[C:25](N[C@H:9]([C:14]([NH:16][C@H:17]([C:25](O)=O)[CH2:18]CCN=C(N)N)=O)[CH2:1][CH:2](C)C)=O)C.[CH3:32][C@@H:33]1O[C@@H](OP(O)(N[C@H](C(N[C@H](C(O)=O)C[C:53]2[C:57]3C=CC=[CH:61][C:56]=3[NH:55][CH:54]=2)=O)CC(C)C)=O)[C@H](O)[C@H](O)[C@H]1O.[CH2:69]1N(CCO)CCN(CCS(O)(=O)=O)C1, predict the reaction product. The product is: [CH3:32][CH2:33][N:16]([CH:14]([CH3:9])[CH3:69])[CH:17]([CH3:18])[CH3:25].[CH2:1]([N:55]([CH:54]([CH3:53])[CH3:69])[CH:56]([CH3:57])[CH3:61])[CH3:2]. (3) Given the reactants FC(F)(F)S(O[Si:7]([CH3:18])([CH3:17])[CH:8]1[C:12]([CH3:13])=[C:11]([CH3:14])[C:10]([CH3:15])=[C:9]1[CH3:16])(=O)=O.[C:21]([C:25]1[CH:30]=[CH:29][C:28]([C-:31]2[C:39]3[C:34](=[CH:35][CH:36]=[CH:37][CH:38]=3)[CH:33]=[CH:32]2)=[CH:27][CH:26]=1)([CH3:24])([CH3:23])[CH3:22].[Li+], predict the reaction product. The product is: [C:21]([C:25]1[CH:26]=[CH:27][C:28]([C:31]2[C:39]3[C:34](=[CH:35][CH:36]=[CH:37][CH:38]=3)[CH:33]([Si:7]([CH3:17])([CH3:18])[CH:8]3[C:12]([CH3:13])=[C:11]([CH3:14])[C:10]([CH3:15])=[C:9]3[CH3:16])[CH:32]=2)=[CH:29][CH:30]=1)([CH3:24])([CH3:22])[CH3:23]. (4) Given the reactants Br[C:2]1[O:3][C:4]2[CH:21]=[CH:20][CH:19]=[CH:18][C:5]=2[C:6]=1[CH:7]([O:13][C:14]([CH3:17])([CH3:16])[CH3:15])[C:8]([O:10][CH2:11][CH3:12])=[O:9].C(=O)([O-])[O-].[Na+].[Na+].CC1(C)C(C)(C)OB([C:36]2[CH:37]=[C:38]3[C:43](=[CH:44][CH:45]=2)[O:42][CH2:41][CH2:40][CH2:39]3)O1, predict the reaction product. The product is: [C:14]([O:13][CH:7]([C:6]1[C:5]2[CH:18]=[CH:19][CH:20]=[CH:21][C:4]=2[O:3][C:2]=1[C:36]1[CH:45]=[CH:44][C:43]2[O:42][CH2:41][CH2:40][CH2:39][C:38]=2[CH:37]=1)[C:8]([O:10][CH2:11][CH3:12])=[O:9])([CH3:17])([CH3:16])[CH3:15].